From a dataset of NCI-60 drug combinations with 297,098 pairs across 59 cell lines. Regression. Given two drug SMILES strings and cell line genomic features, predict the synergy score measuring deviation from expected non-interaction effect. (1) Drug 1: CCC(=C(C1=CC=CC=C1)C2=CC=C(C=C2)OCCN(C)C)C3=CC=CC=C3.C(C(=O)O)C(CC(=O)O)(C(=O)O)O. Drug 2: C1C(C(OC1N2C=NC3=C2NC=NCC3O)CO)O. Cell line: UO-31. Synergy scores: CSS=2.59, Synergy_ZIP=4.12, Synergy_Bliss=4.33, Synergy_Loewe=3.77, Synergy_HSA=2.09. (2) Drug 1: CCN(CC)CCCC(C)NC1=C2C=C(C=CC2=NC3=C1C=CC(=C3)Cl)OC. Drug 2: CC(C)NC(=O)C1=CC=C(C=C1)CNNC.Cl. Cell line: HCT116. Synergy scores: CSS=54.4, Synergy_ZIP=8.26, Synergy_Bliss=8.47, Synergy_Loewe=-8.36, Synergy_HSA=3.72. (3) Drug 1: C1=CC=C(C=C1)NC(=O)CCCCCCC(=O)NO. Drug 2: CCN(CC)CCNC(=O)C1=C(NC(=C1C)C=C2C3=C(C=CC(=C3)F)NC2=O)C. Cell line: TK-10. Synergy scores: CSS=14.4, Synergy_ZIP=-7.93, Synergy_Bliss=-7.40, Synergy_Loewe=-8.84, Synergy_HSA=-4.68. (4) Drug 1: CC1=C2C(C(=O)C3(C(CC4C(C3C(C(C2(C)C)(CC1OC(=O)C(C(C5=CC=CC=C5)NC(=O)OC(C)(C)C)O)O)OC(=O)C6=CC=CC=C6)(CO4)OC(=O)C)OC)C)OC. Synergy scores: CSS=60.5, Synergy_ZIP=16.3, Synergy_Bliss=17.3, Synergy_Loewe=15.5, Synergy_HSA=19.8. Drug 2: B(C(CC(C)C)NC(=O)C(CC1=CC=CC=C1)NC(=O)C2=NC=CN=C2)(O)O. Cell line: NCI-H522.